From a dataset of Full USPTO retrosynthesis dataset with 1.9M reactions from patents (1976-2016). Predict the reactants needed to synthesize the given product. (1) The reactants are: [Cl:1][C:2]1[CH:7]=[C:6]([O:8][C:9]2[CH:14]=[CH:13][C:12]([Cl:15])=[CH:11][CH:10]=2)[CH:5]=[CH:4][C:3]=1[C:16]([OH:25])([CH2:23][CH3:24])[CH2:17][N:18]1[CH:22]=[N:21][CH:20]=[N:19]1.[H-].[Na+].[CH2:28](I)[CH3:29].[Cl-].[Na+]. Given the product [Cl:1][C:2]1[CH:7]=[C:6]([O:8][C:9]2[CH:10]=[CH:11][C:12]([Cl:15])=[CH:13][CH:14]=2)[CH:5]=[CH:4][C:3]=1[C:16]([O:25][CH2:28][CH3:29])([CH2:23][CH3:24])[CH2:17][N:18]1[CH:22]=[N:21][CH:20]=[N:19]1, predict the reactants needed to synthesize it. (2) Given the product [CH:1]1([C:7]2[C:15]3[C:10](=[CH:11][C:12]([C:16]([OH:18])=[O:17])=[CH:13][CH:14]=3)[N:9]([CH2:19][C:20]([N:22]3[CH2:27][CH2:26][O:25][CH2:24][CH2:23]3)=[O:21])[C:8]=2[C:28]2[CH:33]=[CH:32][C:31]([C:34]3[CH:39]=[CH:38][CH:37]=[CH:36][C:35]=3[F:76])=[CH:30][CH:29]=2)[CH2:6][CH2:5][CH2:4][CH2:3][CH2:2]1, predict the reactants needed to synthesize it. The reactants are: [CH:1]1([C:7]2[C:15]3[C:10](=[CH:11][C:12]([C:16]([OH:18])=[O:17])=[CH:13][CH:14]=3)[N:9]([CH2:19][C:20]([N:22]3[CH2:27][CH2:26][O:25][CH2:24][CH2:23]3)=[O:21])[C:8]=2[C:28]2[CH:33]=[CH:32][C:31]([C:34]3[CH:39]=[CH:38][C:37](N(C)C)=[CH:36][CH:35]=3)=[CH:30][CH:29]=2)[CH2:6][CH2:5][CH2:4][CH2:3][CH2:2]1.COC(C1C=C2C(C(C3CCCCC3)=C(C3C=CC(OS(C(F)(F)[F:76])(=O)=O)=CC=3)N2CC(N2CCOCC2)=O)=CC=1)=O.FC1C=CC=CC=1B(O)O. (3) Given the product [Br:8][CH2:9][CH2:10][S:1][CH2:2][CH2:3][C:4]([O:6][CH3:7])=[O:5], predict the reactants needed to synthesize it. The reactants are: [SH:1][CH2:2][CH2:3][C:4]([O:6][CH3:7])=[O:5].[Br:8][CH2:9][CH2:10]Br. (4) The reactants are: [CH3:1][C@@H:2]([NH:11][C:12]([C:14]1[C:22]2[C:17](=[N:18][CH:19]=[C:20]([C:23]3[C:31]4[C:26](=[CH:27][C:28]([Cl:32])=[CH:29][CH:30]=4)[N:25]([CH3:33])[N:24]=3)[N:21]=2)[N:16](COCC[Si](C)(C)C)[CH:15]=1)=[O:13])[CH2:3][C:4](=[O:10])[N:5]1[CH2:9][CH2:8][CH2:7][CH2:6]1.C(O)(C(F)(F)F)=O.C(N)CN. Given the product [CH3:1][C@@H:2]([NH:11][C:12]([C:14]1[C:22]2[C:17](=[N:18][CH:19]=[C:20]([C:23]3[C:31]4[C:26](=[CH:27][C:28]([Cl:32])=[CH:29][CH:30]=4)[N:25]([CH3:33])[N:24]=3)[N:21]=2)[NH:16][CH:15]=1)=[O:13])[CH2:3][C:4](=[O:10])[N:5]1[CH2:9][CH2:8][CH2:7][CH2:6]1, predict the reactants needed to synthesize it. (5) Given the product [CH3:1][S:2]([CH2:36][CH2:37][CH2:38][C:39]([OH:41])=[O:40])(=[N:4][C:5]([C:7]1[CH:11]=[C:10]([C:12]2[CH:17]=[C:16]([O:18][C:19]3[CH:24]=[CH:23][C:22]([NH:25][C:26]([NH:28][C:29]4[CH:34]=[CH:33][CH:32]=[C:31]([CH3:35])[CH:30]=4)=[O:27])=[CH:21][CH:20]=3)[CH:15]=[CH:14][N:13]=2)[NH:9][CH:8]=1)=[O:6])=[O:3], predict the reactants needed to synthesize it. The reactants are: [CH3:1][S:2]([CH2:36][CH2:37][CH2:38][C:39]([O:41]C)=[O:40])(=[N:4][C:5]([C:7]1[CH:11]=[C:10]([C:12]2[CH:17]=[C:16]([O:18][C:19]3[CH:24]=[CH:23][C:22]([NH:25][C:26]([NH:28][C:29]4[CH:34]=[CH:33][CH:32]=[C:31]([CH3:35])[CH:30]=4)=[O:27])=[CH:21][CH:20]=3)[CH:15]=[CH:14][N:13]=2)[NH:9][CH:8]=1)=[O:6])=[O:3].[OH-].[Na+].O.Cl. (6) Given the product [ClH:15].[Cl:16][C:11]1[CH:10]=[C:9]([CH:14]=[CH:13][C:12]=1[Cl:15])[CH2:8][C@H:6]1[CH2:5][N:4]([CH3:17])[C@@H:3]([CH2:2][NH:1][C:56](=[O:57])[CH2:55][S:32][C:37]2[N:36]=[CH:35][C:40]([C:41]3[CH:46]=[CH:47][CH:48]=[CH:49][CH:50]=3)=[CH:39][N:38]=2)[CH2:7]1, predict the reactants needed to synthesize it. The reactants are: [NH2:1][CH2:2][C@H:3]1[CH2:7][C@@H:6]([CH2:8][C:9]2[CH:14]=[CH:13][C:12]([Cl:15])=[C:11]([Cl:16])[CH:10]=2)[CH2:5][N:4]1[CH3:17].C1(C2C=NC(CC(O)=[S:32])=NC=2)C=CC=CC=1.C[CH2:35][N:36]=[C:37]=[N:38][CH2:39][CH2:40][CH2:41]N(C)C.C1[CH:46]=[CH:47][C:48]2N(O)N=N[C:49]=2[CH:50]=1.[CH3:55][CH2:56][O:57]C(C)=O. (7) Given the product [Cl:1][C:2]([Cl:7])([Cl:6])[C:3]([O:4][CH:17]1[O:19][C@H:13]([CH2:12][O:11][C:8](=[O:10])[CH3:9])[C@@H:14]([O:33][CH2:34][CH2:35][CH2:36][C:37]2[CH:38]=[CH:39][CH:40]=[CH:41][CH:42]=2)[C@H:15]([O:23][CH2:24][CH2:25][CH2:26][C:27]2[CH:28]=[CH:29][CH:30]=[CH:31][CH:32]=2)[C@H:16]1[N:20]=[N+:21]=[N-:22])=[NH:5], predict the reactants needed to synthesize it. The reactants are: [Cl:1][C:2]([Cl:7])([Cl:6])[C:3](=[NH:5])[O-:4].[C:8]([O:11][CH2:12][C@H:13]1[O:19][CH:17](O)[C@H:16]([N:20]=[N+:21]=[N-:22])[C@@H:15]([O:23][CH2:24][CH2:25][CH2:26][C:27]2[CH:32]=[CH:31][CH:30]=[CH:29][CH:28]=2)[C@@H:14]1[O:33][CH2:34][CH2:35][CH2:36][C:37]1[CH:42]=[CH:41][CH:40]=[CH:39][CH:38]=1)(=[O:10])[CH3:9]. (8) The reactants are: C([N:4]1[C:12]2[C:7](=[CH:8][CH:9]=[CH:10][CH:11]=2)[C:6](=[C:13](OCC)[C:14]2[CH:19]=[CH:18][CH:17]=[CH:16][CH:15]=2)[C:5]1=[O:23])(=O)C.[CH3:24][C:25]([C:27]1[CH:32]=[CH:31][C:30]([NH2:33])=[CH:29][CH:28]=1)=[O:26].[OH-].[Na+]. Given the product [C:25]([C:27]1[CH:32]=[CH:31][C:30]([NH:33]/[C:13](=[C:6]2\[C:5](=[O:23])[NH:4][C:12]3[C:7]\2=[CH:8][CH:9]=[CH:10][CH:11]=3)/[C:14]2[CH:15]=[CH:16][CH:17]=[CH:18][CH:19]=2)=[CH:29][CH:28]=1)(=[O:26])[CH3:24], predict the reactants needed to synthesize it. (9) Given the product [ClH:1].[ClH:1].[O:30]1[C:31]2[C:23]([NH:22][C:2]3[C:11]4[C:6](=[CH:7][C:8]([O:20][CH3:21])=[CH:9][C:10]=4[O:12][CH:13]4[CH2:18][CH2:17][N:16]([CH3:19])[CH2:15][CH2:14]4)[N:5]=[CH:4][N:3]=3)=[CH:24][CH:25]=[CH:26][C:27]=2[CH:28]=[CH:29]1, predict the reactants needed to synthesize it. The reactants are: [Cl:1][C:2]1[C:11]2[C:6](=[CH:7][C:8]([O:20][CH3:21])=[CH:9][C:10]=2[O:12][CH:13]2[CH2:18][CH2:17][N:16]([CH3:19])[CH2:15][CH2:14]2)[N:5]=[CH:4][N:3]=1.[NH2:22][C:23]1[C:31]2[O:30][CH:29]=[CH:28][C:27]=2[CH:26]=[CH:25][CH:24]=1.